From a dataset of Catalyst prediction with 721,799 reactions and 888 catalyst types from USPTO. Predict which catalyst facilitates the given reaction. (1) Reactant: C(P(CCCC)CCCC)CCC.N(C(N1CCCCC1)=O)=NC(N1CCCCC1)=O.[N+:32]([C:35]1[CH:40]=[CH:39][CH:38]=[CH:37][C:36]=1[S:41]([NH:44][CH2:45][CH2:46][N:47]1[CH:56]=[CH:55][C:54]2[C:49](=[CH:50][CH:51]=[CH:52][CH:53]=2)[C:48]1=[O:57])(=[O:43])=[O:42])([O-:34])=[O:33].[CH2:58]([N:60]1[C:66](=[O:67])[C:65]([CH3:69])([CH3:68])[C:64](=[O:70])[N:63]([CH3:71])[C:62]2[CH:72]=[C:73]([CH2:76][CH2:77][CH2:78]O)[CH:74]=[CH:75][C:61]1=2)[CH3:59]. Product: [CH2:58]([N:60]1[C:66](=[O:67])[C:65]([CH3:69])([CH3:68])[C:64](=[O:70])[N:63]([CH3:71])[C:62]2[CH:72]=[C:73]([CH2:76][CH2:77][CH2:78][N:44]([CH2:45][CH2:46][N:47]3[CH:56]=[CH:55][C:54]4[C:49](=[CH:50][CH:51]=[CH:52][CH:53]=4)[C:48]3=[O:57])[S:41]([C:36]3[CH:37]=[CH:38][CH:39]=[CH:40][C:35]=3[N+:32]([O-:34])=[O:33])(=[O:42])=[O:43])[CH:74]=[CH:75][C:61]1=2)[CH3:59]. The catalyst class is: 226. (2) Reactant: [N:1]([C:4]1[CH:5]=[N:6][CH:7]=[C:8]([CH:12]=1)[C:9]([NH2:11])=[O:10])=[N+]=[N-].[H][H]. Product: [NH2:1][C:4]1[CH:5]=[N:6][CH:7]=[C:8]([CH:12]=1)[C:9]([NH2:11])=[O:10]. The catalyst class is: 19. (3) Reactant: [H-].[Na+].[CH2:3]([OH:7])[C:4]#[C:5][CH3:6].Cl[C:9]1[CH:14]=[C:13]([O:15][CH:16]2[CH2:21][CH2:20][CH2:19][CH2:18][CH:17]2[Cl:22])[N:12]=[CH:11][N:10]=1.[Cl-].[NH4+]. Product: [CH2:3]([O:7][C:9]1[N:10]=[CH:11][N:12]=[C:13]([O:15][CH:16]2[CH2:21][CH2:20][CH2:19][CH2:18][CH:17]2[Cl:22])[CH:14]=1)[C:4]#[C:5][CH3:6]. The catalyst class is: 7. (4) Reactant: C(OC(=O)[NH:7][C@H:8]([C:10]1[N:14]([C:15]2[CH:20]=[CH:19][CH:18]=[CH:17][CH:16]=2)[C:13]2[CH:21]=[CH:22][CH:23]=[C:24]([CH3:25])[C:12]=2[N:11]=1)[CH3:9])(C)(C)C.C(O)(C(F)(F)F)=O. Product: [CH3:25][C:24]1[C:12]2[N:11]=[C:10]([C@@H:8]([NH2:7])[CH3:9])[N:14]([C:15]3[CH:20]=[CH:19][CH:18]=[CH:17][CH:16]=3)[C:13]=2[CH:21]=[CH:22][CH:23]=1. The catalyst class is: 2. (5) Product: [Cl:1][CH2:13][C:14]1[N:15]=[C:16]([CH3:21])[C:17]([CH3:20])=[N:18][CH:19]=1. The catalyst class is: 68. Reactant: [Cl:1]N1C(=O)N(Cl)C(=O)N(Cl)C1=O.[CH3:13][C:14]1[N:15]=[C:16]([CH3:21])[C:17]([CH3:20])=[N:18][CH:19]=1.